Dataset: Catalyst prediction with 721,799 reactions and 888 catalyst types from USPTO. Task: Predict which catalyst facilitates the given reaction. (1) Reactant: [NH2:1][C:2]1[CH:6]=[CH:5][S:4][C:3]=1[C:7]([O:9][CH3:10])=[O:8].N1C=CC=CC=1.[C:17](O[C:17]([C:19]([F:22])([F:21])[F:20])=[O:18])([C:19]([F:22])([F:21])[F:20])=[O:18]. Product: [F:20][C:19]([F:22])([F:21])[C:17]([NH:1][C:2]1[CH:6]=[CH:5][S:4][C:3]=1[C:7]([O:9][CH3:10])=[O:8])=[O:18]. The catalyst class is: 23. (2) Reactant: [C:1]([CH2:4][C@H:5]1[CH2:16][CH2:15][C:14]2[S:13][C:12]3[N:11]=[CH:10][N:9]=[C:8]([O:17][CH:18]4[CH2:23][CH2:22][CH:21]([N:24]([CH2:32][CH3:33])C(=O)OC(C)(C)C)[CH2:20][CH2:19]4)[C:7]=3[C:6]1=2)(=[O:3])[NH2:2].Cl. Product: [CH2:32]([NH:24][CH:21]1[CH2:22][CH2:23][CH:18]([O:17][C:8]2[C:7]3[C:6]4[C@@H:5]([CH2:4][C:1]([NH2:2])=[O:3])[CH2:16][CH2:15][C:14]=4[S:13][C:12]=3[N:11]=[CH:10][N:9]=2)[CH2:19][CH2:20]1)[CH3:33]. The catalyst class is: 4.